Dataset: Forward reaction prediction with 1.9M reactions from USPTO patents (1976-2016). Task: Predict the product of the given reaction. Given the reactants CC([O-])(C)C.[K+].[N:7]1[CH:12]=[CH:11][CH:10]=[CH:9][C:8]=1[CH2:13][N:14]1[CH2:19][CH2:18][C:17]2[S:20][CH:21]=[CH:22][C:16]=2[CH2:15]1.[SiH:23]([CH2:28][CH3:29])([CH2:26][CH3:27])[CH2:24][CH3:25], predict the reaction product. The product is: [N:7]1[CH:12]=[CH:11][CH:10]=[CH:9][C:8]=1[CH2:13][N:14]1[CH2:19][CH2:18][C:17]2[S:20][C:21]([Si:23]([CH2:28][CH3:29])([CH2:26][CH3:27])[CH2:24][CH3:25])=[CH:22][C:16]=2[CH2:15]1.